From a dataset of Reaction yield outcomes from USPTO patents with 853,638 reactions. Predict the reaction yield, written as a fraction of the theoretical maximum amount of product (1.0 means a 100% yield; for example, 0.34 means a 34% yield). (1) The reactants are [Cl:1][C:2]1[CH:6]=[N:5][N:4]([CH3:7])[C:3]=1[C:8]1[CH:9]=[C:10]([NH2:16])[CH:11]=[CH:12][C:13]=1[O:14][CH3:15].[Cl:17][C:18]1[CH:23]=[CH:22][C:21]([N:24]=[C:25]=[O:26])=[CH:20][CH:19]=1. No catalyst specified. The product is [Cl:1][C:2]1[CH:6]=[N:5][N:4]([CH3:7])[C:3]=1[C:8]1[CH:9]=[C:10]([NH:16][C:25]([NH:24][C:21]2[CH:22]=[CH:23][C:18]([Cl:17])=[CH:19][CH:20]=2)=[O:26])[CH:11]=[CH:12][C:13]=1[O:14][CH3:15]. The yield is 0.300. (2) The reactants are [F:1][C:2]1[CH:9]=[CH:8][CH:7]=[C:6](F)[C:3]=1C=O.[N:11]1([C:17]([O:19][C:20]([CH3:23])([CH3:22])[CH3:21])=[O:18])[CH2:16][CH2:15][NH:14][CH2:13][CH2:12]1.[C:24](=[O:27])([O-])[O-].[K+].[K+]. The catalyst is CN(C)C=O.O. The product is [F:1][C:2]1([CH:3]=[CH:6][CH:7]=[C:8]([N:14]2[CH2:15][CH2:16][N:11]([C:17]([O:19][C:20]([CH3:23])([CH3:22])[CH3:21])=[O:18])[CH2:12][CH2:13]2)[CH2:9]1)[CH:24]=[O:27]. The yield is 0.710. (3) The reactants are [CH2:1]([O:3][C:4]([C:6]1[CH:7]=[N:8][NH:9][CH:10]=1)=[O:5])[CH3:2].[N:11]#[C:12][NH2:13].O1CCOCC1.[ClH:20]. The catalyst is CCOCC. The product is [ClH:20].[CH2:1]([O:3][C:4]([C:6]1[CH:7]=[N:8][N:9]([C:12](=[NH:11])[NH2:13])[CH:10]=1)=[O:5])[CH3:2]. The yield is 0.930. (4) The reactants are [CH:1]1([C:4]#[C:5][Si:6]([CH3:9])([CH3:8])[CH3:7])[CH2:3][CH2:2]1.[Li][CH2:11]CCC.S(OC)(OC)(=O)=O. The catalyst is CCOCC. The product is [CH3:7][Si:6]([CH3:9])([CH3:8])[C:5]#[C:4][C:1]1([CH3:11])[CH2:3][CH2:2]1. The yield is 0.520. (5) The reactants are Br[C:2]1[CH:10]=[CH:9][CH:8]=[C:7]2[C:3]=1[C:4]1([C:26]3[CH:27]=[C:28]([F:32])[C:29]([F:31])=[CH:30][C:25]=3[O:24][CH2:23]1)[C:5](=[O:22])[N:6]2[CH2:11][C:12]([NH:14][C:15]1[CH:20]=[CH:19][CH:18]=[CH:17][C:16]=1[F:21])=[O:13].[N:33]1[CH:38]=[C:37](B(O)O)[CH:36]=[N:35][CH:34]=1.C(=O)([O-])[O-].[Na+].[Na+]. The catalyst is O1CCOCC1.C(OCC)(=O)C.C1C=CC([P]([Pd]([P](C2C=CC=CC=2)(C2C=CC=CC=2)C2C=CC=CC=2)([P](C2C=CC=CC=2)(C2C=CC=CC=2)C2C=CC=CC=2)[P](C2C=CC=CC=2)(C2C=CC=CC=2)C2C=CC=CC=2)(C2C=CC=CC=2)C2C=CC=CC=2)=CC=1. The product is [F:32][C:28]1[C:29]([F:31])=[CH:30][C:25]2[O:24][CH2:23][C:4]3([C:3]4[C:7](=[CH:8][CH:9]=[CH:10][C:2]=4[C:37]4[CH:38]=[N:33][CH:34]=[N:35][CH:36]=4)[N:6]([CH2:11][C:12]([NH:14][C:15]4[CH:20]=[CH:19][CH:18]=[CH:17][C:16]=4[F:21])=[O:13])[C:5]3=[O:22])[C:26]=2[CH:27]=1. The yield is 0.840. (6) The reactants are [F:1][C:2]1[CH:3]=[C:4]2[C:9](=[CH:10][CH:11]=1)[N:8]=[C:7]([NH:12][C:13](=[O:17])OCC)[C:6]([O:18][CH3:19])=[N:5]2.[Cl:20][C:21]1[CH:26]=[CH:25][C:24]([N:27]2[CH2:32][CH2:31][NH:30][CH2:29][CH2:28]2)=[CH:23][CH:22]=1. No catalyst specified. The product is [F:1][C:2]1[CH:3]=[C:4]2[C:9](=[CH:10][CH:11]=1)[N:8]=[C:7]([NH:12][C:13]([N:30]1[CH2:29][CH2:28][N:27]([C:24]3[CH:23]=[CH:22][C:21]([Cl:20])=[CH:26][CH:25]=3)[CH2:32][CH2:31]1)=[O:17])[C:6]([O:18][CH3:19])=[N:5]2. The yield is 0.860. (7) The reactants are [O:1]=[CH:2][C@@H:3]([C@@H:5]([C@@H:7]([C@H:9]([CH3:11])[OH:10])[OH:8])[OH:6])[OH:4]. The catalyst is O. The product is [O:1]=[CH:2][C@H:3]([C@@H:5]([C@@H:7]([C@H:9]([CH3:11])[OH:10])[OH:8])[OH:6])[OH:4]. The yield is 0.520.